This data is from Forward reaction prediction with 1.9M reactions from USPTO patents (1976-2016). The task is: Predict the product of the given reaction. (1) The product is: [F:1][C:2]1[C:16]([CH3:17])=[CH:15][C:5]2[NH:6][C:7]([C:9]3[C:13]([NH:14][C:30]([N:24]4[CH2:29][CH2:28][CH2:27][CH2:26][CH2:25]4)=[O:31])=[CH:12][NH:11][N:10]=3)=[N:8][C:4]=2[CH:3]=1. Given the reactants [F:1][C:2]1[C:16]([CH3:17])=[CH:15][C:5]2[NH:6][C:7]([C:9]3[C:13]([NH2:14])=[CH:12][NH:11][N:10]=3)=[N:8][C:4]=2[CH:3]=1.N1CCCCC1.[N:24]1([C:30](O)=[O:31])[CH2:29][CH2:28][CH2:27][CH2:26][CH2:25]1, predict the reaction product. (2) Given the reactants [Cl:1][C:2]1[CH:7]=[C:6]([O:8][C:9]2[CH:10]=[CH:11][C:12]([NH2:15])=[N:13][CH:14]=2)[CH:5]=[CH:4][N:3]=1.N1C=CC=CC=1.[O:22]=[C:23]1[N:27]([CH:28]2[CH2:33][CH2:32][O:31][CH2:30][CH2:29]2)[CH2:26][CH2:25][N:24]1[C:34](Cl)=[O:35], predict the reaction product. The product is: [Cl:1][C:2]1[CH:7]=[C:6]([O:8][C:9]2[CH:10]=[CH:11][C:12]([NH:15][C:34]([N:24]3[CH2:25][CH2:26][N:27]([CH:28]4[CH2:33][CH2:32][O:31][CH2:30][CH2:29]4)[C:23]3=[O:22])=[O:35])=[N:13][CH:14]=2)[CH:5]=[CH:4][N:3]=1. (3) Given the reactants [CH3:1][O:2][C:3](=[O:38])[CH2:4][CH:5]1[C:13]2[C:8](=[CH:9][C:10]([NH:14][CH2:15][C:16]3[C:17]([CH3:35])=[C:18]([C:22]4[C:27]([CH3:28])=[CH:26][C:25]([O:29][CH2:30][C:31]([OH:33])=O)=[CH:24][C:23]=4[CH3:34])[CH:19]=[CH:20][CH:21]=3)=[CH:11][CH:12]=2)[CH2:7][C:6]21[CH2:37][CH2:36]2.[N:39]1(O)[C:43]2C=CC=CC=2N=N1.Cl.CN.Cl.CN(C)CCCN=C=NCC, predict the reaction product. The product is: [CH3:35][C:17]1[C:16]([CH2:15][NH:14][C:10]2[CH:9]=[C:8]3[C:13](=[CH:12][CH:11]=2)[CH:5]([CH2:4][C:3]([O:2][CH3:1])=[O:38])[C:6]2([CH2:36][CH2:37]2)[CH2:7]3)=[CH:21][CH:20]=[CH:19][C:18]=1[C:22]1[C:23]([CH3:34])=[CH:24][C:25]([O:29][CH2:30][C:31]([NH:39][CH3:43])=[O:33])=[CH:26][C:27]=1[CH3:28]. (4) The product is: [CH3:1][C:2]1[CH:10]=[CH:9][C:8]([N+:11]([O-:13])=[O:12])=[CH:7][C:3]=1[C:4]([Cl:17])=[O:5]. Given the reactants [CH3:1][C:2]1[CH:10]=[CH:9][C:8]([N+:11]([O-:13])=[O:12])=[CH:7][C:3]=1[C:4](O)=[O:5].C(Cl)(=O)C([Cl:17])=O, predict the reaction product. (5) Given the reactants C(OC([NH:8][C:9]1([CH2:17][CH2:18][C:19]2[CH:24]=[CH:23][C:22]([CH2:25][CH2:26][CH2:27][CH2:28][CH2:29][N:30]3[CH:34]=[C:33]([C:35]4[CH:40]=[CH:39][C:38]([C:41]5[C:42]6[N:46]([C:47]([F:56])([F:55])[N:48]7[C:52]=5[C:51]([CH3:53])=[CH:50][CH:49]7[CH3:54])[C:45]([CH3:57])=[CH:44][C:43]=6[CH3:58])=[CH:37][CH:36]=4)[N:32]=[N:31]3)=[CH:21][CH:20]=2)[CH2:14][O:13]C(C)(C)[O:11][CH2:10]1)=O)(C)(C)C.B(F)(F)F.CCOCC, predict the reaction product. The product is: [NH2:8][C:9]([CH2:17][CH2:18][C:19]1[CH:24]=[CH:23][C:22]([CH2:25][CH2:26][CH2:27][CH2:28][CH2:29][N:30]2[CH:34]=[C:33]([C:35]3[CH:40]=[CH:39][C:38]([C:41]4[C:42]5[N:46]([C:47]([F:56])([F:55])[N:48]6[C:52]=4[C:51]([CH3:53])=[CH:50][CH:49]6[CH3:54])[C:45]([CH3:57])=[CH:44][C:43]=5[CH3:58])=[CH:37][CH:36]=3)[N:32]=[N:31]2)=[CH:21][CH:20]=1)([CH2:10][OH:11])[CH2:14][OH:13].